From a dataset of Catalyst prediction with 721,799 reactions and 888 catalyst types from USPTO. Predict which catalyst facilitates the given reaction. (1) Reactant: C([O:8][C:9]1[C:13]([O:14]CC2C=CC=CC=2)=[C:12]([C:22](=[O:26])[N:23]([CH3:25])[CH3:24])[N:11]([C:27]2[CH:32]=[CH:31][C:30]([O:33][CH2:34][CH2:35][CH2:36][S:37]([CH3:40])(=[O:39])=[O:38])=[CH:29][CH:28]=2)[C:10]=1[C:41]([O:43][CH2:44][CH3:45])=[O:42])C1C=CC=CC=1. Product: [CH3:25][N:23]([CH3:24])[C:22]([C:12]1[N:11]([C:27]2[CH:28]=[CH:29][C:30]([O:33][CH2:34][CH2:35][CH2:36][S:37]([CH3:40])(=[O:39])=[O:38])=[CH:31][CH:32]=2)[C:10]([C:41]([O:43][CH2:44][CH3:45])=[O:42])=[C:9]([OH:8])[C:13]=1[OH:14])=[O:26]. The catalyst class is: 19. (2) The catalyst class is: 7. Product: [CH3:33][O:32][C:26]1[CH:25]=[C:24]([CH:29]=[CH:28][CH:27]=1)[CH2:23][N:20]1[CH2:21][CH2:22][CH:17]([N:15]([CH3:16])[C:13]([N:11]2[CH:12]=[C:8]([C:4]3[CH:5]=[CH:6][CH:7]=[C:2]([NH:1][S:41](=[O:44])(=[O:43])[NH2:42])[CH:3]=3)[N:9]=[CH:10]2)=[O:14])[CH2:18][CH2:19]1. Reactant: [NH2:1][C:2]1[CH:3]=[C:4]([C:8]2[N:9]=[CH:10][N:11]([C:13]([N:15]([CH:17]3[CH2:22][CH2:21][N:20]([CH2:23][C:24]4[CH:29]=[CH:28][C:27](OC)=[C:26]([O:32][CH3:33])[CH:25]=4)[CH2:19][CH2:18]3)[CH3:16])=[O:14])[CH:12]=2)[CH:5]=[CH:6][CH:7]=1.C(N(CC)CC)C.[S:41](Cl)(=[O:44])(=[O:43])[NH2:42].